Dataset: Peptide-MHC class II binding affinity with 134,281 pairs from IEDB. Task: Regression. Given a peptide amino acid sequence and an MHC pseudo amino acid sequence, predict their binding affinity value. This is MHC class II binding data. (1) The peptide sequence is HVTRGAFLVRNGKKL. The MHC is DRB3_0202 with pseudo-sequence DRB3_0202. The binding affinity (normalized) is 0.733. (2) The binding affinity (normalized) is 0.366. The peptide sequence is GILQAYDLRDAPETP. The MHC is DRB1_1201 with pseudo-sequence DRB1_1201. (3) The peptide sequence is CLEPIEGKVVQYENL. The MHC is DRB1_0405 with pseudo-sequence DRB1_0405. The binding affinity (normalized) is 0.180. (4) The MHC is DRB3_0101 with pseudo-sequence DRB3_0101. The binding affinity (normalized) is 0. The peptide sequence is KGKDKWIELKESWGA. (5) The peptide sequence is VDAAFKVAATAANAAPANDK. The MHC is DRB1_1101 with pseudo-sequence DRB1_1101. The binding affinity (normalized) is 0.630. (6) The peptide sequence is NAGFKAAVAAAAVVP. The MHC is HLA-DQA10501-DQB10201 with pseudo-sequence HLA-DQA10501-DQB10201. The binding affinity (normalized) is 0.397. (7) The peptide sequence is FTDASTVASAQIH. The MHC is HLA-DPA10201-DPB10501 with pseudo-sequence HLA-DPA10201-DPB10501. The binding affinity (normalized) is 0.